This data is from Full USPTO retrosynthesis dataset with 1.9M reactions from patents (1976-2016). The task is: Predict the reactants needed to synthesize the given product. (1) Given the product [C:25]([C:27]1[CH:46]=[C:45]([C:2]2[N:3]=[C:4]([NH:8][C:9]3[CH:14]=[CH:13][C:12]([N:15]4[CH2:20][CH2:19][N:18]([CH:21]5[CH2:24][O:23][CH2:22]5)[CH2:17][CH2:16]4)=[CH:11][CH:10]=3)[N:5]=[CH:6][N:7]=2)[CH:44]=[CH:43][C:28]=1[O:29][CH:30]1[CH2:35][CH2:34][N:33]([C:36]([O:38][C:39]([CH3:42])([CH3:41])[CH3:40])=[O:37])[CH2:32][CH2:31]1)#[N:26], predict the reactants needed to synthesize it. The reactants are: Cl[C:2]1[N:7]=[CH:6][N:5]=[C:4]([NH:8][C:9]2[CH:14]=[CH:13][C:12]([N:15]3[CH2:20][CH2:19][N:18]([CH:21]4[CH2:24][O:23][CH2:22]4)[CH2:17][CH2:16]3)=[CH:11][CH:10]=2)[N:3]=1.[C:25]([C:27]1[CH:46]=[C:45](B2OC(C)(C)C(C)(C)O2)[CH:44]=[CH:43][C:28]=1[O:29][CH:30]1[CH2:35][CH2:34][N:33]([C:36]([O:38][C:39]([CH3:42])([CH3:41])[CH3:40])=[O:37])[CH2:32][CH2:31]1)#[N:26].C(=O)([O-])[O-].[Na+].[Na+]. (2) Given the product [CH3:43][C:32]1[CH:31]=[C:30]([S:29][CH2:2][CH2:3][CH:4]([C:9]2[O:10][C:11]3[CH:18]=[C:17]([C:19]([F:22])([F:21])[F:20])[CH:16]=[CH:15][C:12]=3[C:13]=2[CH3:14])[CH2:5][CH2:6][CH2:7][CH3:8])[CH:35]=[CH:34][C:33]=1[O:36][CH2:37][C:38]([O:40][CH2:41][CH3:42])=[O:39], predict the reactants needed to synthesize it. The reactants are: Br[CH2:2][CH2:3][CH:4]([C:9]1[O:10][C:11]2[CH:18]=[C:17]([C:19]([F:22])([F:21])[F:20])[CH:16]=[CH:15][C:12]=2[C:13]=1[CH3:14])[CH2:5][CH2:6][CH2:7][CH3:8].C(=O)([O-])[O-].[Cs+].[Cs+].[SH:29][C:30]1[CH:35]=[CH:34][C:33]([O:36][CH2:37][C:38]([O:40][CH2:41][CH3:42])=[O:39])=[C:32]([CH3:43])[CH:31]=1. (3) Given the product [Cl:18][CH2:19][CH2:20][CH2:21][O:11][C:3]1[CH:4]=[CH:5][C:6]([N+:8]([O-:10])=[O:9])=[CH:7][C:2]=1[CH3:1], predict the reactants needed to synthesize it. The reactants are: [CH3:1][C:2]1[CH:7]=[C:6]([N+:8]([O-:10])=[O:9])[CH:5]=[CH:4][C:3]=1[OH:11].C(=O)([O-])[O-].[K+].[K+].[Cl:18][CH2:19][CH2:20][CH2:21]I. (4) Given the product [CH2:14]([O:21][C:22]1[C:23]([CH2:30][NH:31][CH2:1][C:3]2[N:4]=[C:5]([CH3:13])[CH:6]=[C:7]([C:9]([O:11][CH3:12])=[O:10])[CH:8]=2)=[N:24][C:25]([O:28][CH3:29])=[CH:26][CH:27]=1)[C:15]1[CH:20]=[CH:19][CH:18]=[CH:17][CH:16]=1, predict the reactants needed to synthesize it. The reactants are: [CH:1]([C:3]1[CH:8]=[C:7]([C:9]([O:11][CH3:12])=[O:10])[CH:6]=[C:5]([CH3:13])[N:4]=1)=O.[CH2:14]([O:21][C:22]1[C:23]([CH2:30][NH2:31])=[N:24][C:25]([O:28][CH3:29])=[CH:26][CH:27]=1)[C:15]1[CH:20]=[CH:19][CH:18]=[CH:17][CH:16]=1.